Dataset: Forward reaction prediction with 1.9M reactions from USPTO patents (1976-2016). Task: Predict the product of the given reaction. (1) Given the reactants [H-].[Na+].[F:3][C:4]1[CH:11]=[CH:10][C:9]([F:12])=[CH:8][C:5]=1[CH:6]=O.[OH:13]S([O-])(=O)=O.[Na+].[CH2:19]1[CH2:23][O:22][CH2:21][CH2:20]1, predict the reaction product. The product is: [CH2:21]([O:22][C:23](=[O:13])/[CH:19]=[CH:6]/[C:5]1[CH:8]=[C:9]([F:12])[CH:10]=[CH:11][C:4]=1[F:3])[CH3:20]. (2) Given the reactants [CH2:1]([O:8][C:9]1[C:10]([C:18]2(O)[C:26]3[C:21](=[CH:22][CH:23]=[CH:24][CH:25]=3)[N:20]([CH:27]([C:34]3[CH:39]=[CH:38][CH:37]=[CH:36][CH:35]=3)[C:28]3[CH:33]=[CH:32][CH:31]=[CH:30][CH:29]=3)[C:19]2=[O:40])=[CH:11][C:12]2[O:16][CH2:15][O:14][C:13]=2[CH:17]=1)[C:2]1[CH:7]=[CH:6][CH:5]=[CH:4][CH:3]=1.FC(F)(F)C(O)=O.C([SiH](CC)CC)C, predict the reaction product. The product is: [CH2:1]([O:8][C:9]1[C:10]([CH:18]2[C:26]3[C:21](=[CH:22][CH:23]=[CH:24][CH:25]=3)[N:20]([CH:27]([C:34]3[CH:39]=[CH:38][CH:37]=[CH:36][CH:35]=3)[C:28]3[CH:29]=[CH:30][CH:31]=[CH:32][CH:33]=3)[C:19]2=[O:40])=[CH:11][C:12]2[O:16][CH2:15][O:14][C:13]=2[CH:17]=1)[C:2]1[CH:7]=[CH:6][CH:5]=[CH:4][CH:3]=1. (3) Given the reactants [Cl:1][C:2]1[CH:7]=[CH:6][CH:5]=[CH:4][C:3]=1[OH:8].[F:9][C:10]([F:34])([F:33])[C:11]1[CH:12]=[C:13]([C:21]2[N:26]=[C:25](Cl)[C:24]([C:28]([O:30][CH2:31][CH3:32])=[O:29])=[CH:23][N:22]=2)[CH:14]=[C:15]([C:17]([F:20])([F:19])[F:18])[CH:16]=1.C(=O)([O-])[O-].[K+].[K+], predict the reaction product. The product is: [F:20][C:17]([F:18])([F:19])[C:15]1[CH:14]=[C:13]([C:21]2[N:22]=[C:23]([O:8][C:3]3[CH:4]=[CH:5][CH:6]=[CH:7][C:2]=3[Cl:1])[C:24]([C:28]([O:30][CH2:31][CH3:32])=[O:29])=[CH:25][N:26]=2)[CH:12]=[C:11]([C:10]([F:34])([F:9])[F:33])[CH:16]=1. (4) Given the reactants Cl[C:2]1[C:7]([C:8]([F:11])([F:10])[F:9])=[CH:6][CH:5]=[CH:4][N:3]=1.[NH2:12][C:13]1[CH:17]=[CH:16][N:15]([CH3:18])[N:14]=1.Cl[C:20]1[C:29]2[C:24](=[CH:25][CH:26]=[C:27]([OH:30])[CH:28]=2)[N:23]=[CH:22][N:21]=1, predict the reaction product. The product is: [CH3:18][N:15]1[CH:16]=[CH:17][C:13]([NH:12][C:20]2[C:29]3[C:24](=[CH:25][CH:26]=[C:27]([O:30][C:2]4[C:7]([C:8]([F:11])([F:10])[F:9])=[CH:6][CH:5]=[CH:4][N:3]=4)[CH:28]=3)[N:23]=[CH:22][N:21]=2)=[N:14]1.